Dataset: Reaction yield outcomes from USPTO patents with 853,638 reactions. Task: Predict the reaction yield, written as a fraction of the theoretical maximum amount of product (1.0 means a 100% yield; for example, 0.34 means a 34% yield). (1) The reactants are [CH:1]1(P([CH:1]2[CH2:6][CH2:5][CH2:4][CH2:3][CH2:2]2)C2C=CC=CC=2C2C(OC)=CC=CC=2OC)[CH2:6][CH2:5][CH2:4][CH2:3][CH2:2]1.Cl[C:31]1[CH:36]=[CH:35][C:34]([C:37]2[CH:38]=[CH:39][C:40]3[O:44][C:43]([C:45]4[CH:50]=[CH:49][C:48]([F:51])=[CH:47][CH:46]=4)=[C:42]([C:52]([NH:54][CH3:55])=[O:53])[C:41]=3[CH:56]=2)=[CH:33][C:32]=1[C:57](=[O:68])[NH:58][C:59](C1C=CC=CC=1)([CH3:61])[CH3:60].[O-]P([O-])([O-])=O.[K+].[K+].[K+].[C:77]1(B(O)O)[CH:82]=[CH:81][CH:80]=[CH:79][CH:78]=1. The catalyst is C([O-])(=O)C.[Pd+2].C([O-])(=O)C.O.O1CCOCC1. The product is [F:51][C:48]1[CH:49]=[CH:50][C:45]([C:43]2[O:44][C:40]3[CH:39]=[CH:38][C:37]([C:34]4[CH:35]=[CH:36][C:31]([C:1]5[CH:6]=[CH:5][CH:4]=[CH:3][CH:2]=5)=[C:32]([C:57](=[O:68])[NH:58][C:59]([C:77]5[CH:82]=[CH:81][CH:80]=[CH:79][CH:78]=5)([CH3:60])[CH3:61])[CH:33]=4)=[CH:56][C:41]=3[C:42]=2[C:52]([NH:54][CH3:55])=[O:53])=[CH:46][CH:47]=1. The yield is 0.730. (2) The reactants are [CH3:1][O:2][C:3]([C:5]1([C:18]2[CH:23]=[CH:22][CH:21]=[C:20]([F:24])[C:19]=2[CH3:25])[CH2:10][CH:9]=[C:8]([C:11]2[CH:12]=[N:13][CH:14]=[C:15]([F:17])[CH:16]=2)[CH2:7][CH2:6]1)=[O:4].FC1C(C)=C(C2(C(O)=O)CC=C(C3C=NC=C(F)C=3)CC2)C=CC=1.[OH-].[Na+]. The catalyst is CO. The product is [F:24][C:20]1[C:19]([CH3:25])=[C:18]([C:5]2([C:3]([O:2][CH3:1])=[O:4])[CH2:6][CH:7]=[C:8]([C:11]3[CH:12]=[N:13][CH:14]=[C:15]([F:17])[CH:16]=3)[CH2:9][CH2:10]2)[CH:23]=[CH:22][CH:21]=1. The yield is 0.820. (3) The reactants are [OH-].[Li+].[F:3][C:4]1[CH:5]=[C:6]([C:12]2[CH:17]=[CH:16][C:15]([C:18]([O:20]C)=[O:19])=[C:14]([N+:22]([O-:24])=[O:23])[CH:13]=2)[CH:7]=[CH:8][C:9]=1[O:10][CH3:11].CO.O. The catalyst is C1COCC1. The product is [F:3][C:4]1[CH:5]=[C:6]([C:12]2[CH:17]=[CH:16][C:15]([C:18]([OH:20])=[O:19])=[C:14]([N+:22]([O-:24])=[O:23])[CH:13]=2)[CH:7]=[CH:8][C:9]=1[O:10][CH3:11]. The yield is 0.880. (4) The reactants are [CH2:1]([O:3][C:4](=[O:22])[CH2:5][NH:6][CH2:7][CH2:8][NH:9][S:10]([C:13]1[S:14][C:15]2[CH:21]=[CH:20][CH:19]=[CH:18][C:16]=2[N:17]=1)(=[O:12])=[O:11])[CH3:2].[CH2:23]([O:33][C:34]([NH:36][C:37]1[N:45]=[CH:44][N:43]=[C:42]2[C:38]=1[N:39]=[CH:40][N:41]2[CH2:46][C:47](O)=[O:48])=[O:35])[C:24]1[CH:32]=[CH:31][C:30]2[O:29][CH2:28][O:27][C:26]=2[CH:25]=1. No catalyst specified. The product is [CH2:1]([O:3][C:4](=[O:22])[CH2:5][N:6]([CH2:7][CH2:8][NH:9][S:10]([C:13]1[S:14][C:15]2[CH:21]=[CH:20][CH:19]=[CH:18][C:16]=2[N:17]=1)(=[O:12])=[O:11])[C:47](=[O:48])[CH2:46][N:41]1[CH:40]=[N:39][C:38]2[C:42]1=[N:43][CH:44]=[N:45][C:37]=2[NH:36][C:34]([O:33][CH2:23][C:24]1[CH:32]=[CH:31][C:30]2[O:29][CH2:28][O:27][C:26]=2[CH:25]=1)=[O:35])[CH3:2]. The yield is 0.850. (5) The reactants are [C:1]1([N:7]2[C:11]([NH:12][C:13](=[O:21])OC3C=CC=CC=3)=[CH:10][C:9]([C:22]([F:25])([F:24])[F:23])=[N:8]2)[CH:6]=[CH:5][CH:4]=[CH:3][CH:2]=1.[CH3:26][O:27][C:28]1[CH:29]=[C:30]2[C:35](=[CH:36][C:37]=1[O:38][CH3:39])[N:34]=[CH:33][N:32]=[C:31]2[O:40][C:41]1[CH:42]=[C:43]([CH:45]=[CH:46][CH:47]=1)[NH2:44].C(N(CC)C(C)C)(C)C. The catalyst is C1COCC1. The product is [CH3:26][O:27][C:28]1[CH:29]=[C:30]2[C:35](=[CH:36][C:37]=1[O:38][CH3:39])[N:34]=[CH:33][N:32]=[C:31]2[O:40][C:41]1[CH:42]=[C:43]([NH:44][C:13]([NH:12][C:11]2[N:7]([C:1]3[CH:2]=[CH:3][CH:4]=[CH:5][CH:6]=3)[N:8]=[C:9]([C:22]([F:23])([F:24])[F:25])[CH:10]=2)=[O:21])[CH:45]=[CH:46][CH:47]=1. The yield is 0.530. (6) The reactants are Cl[C:2]1[C:3]([C:11]([OH:13])=[O:12])=[N:4][N:5]([CH3:10])[C:6](=[O:9])[C:7]=1[CH3:8].[F:14][C:15]1[CH:21]=[C:20]([I:22])[CH:19]=[CH:18][C:16]=1[NH2:17].[Li+].C[Si]([N-][Si](C)(C)C)(C)C. The catalyst is C1COCC1. The product is [F:14][C:15]1[CH:21]=[C:20]([I:22])[CH:19]=[CH:18][C:16]=1[NH:17][C:2]1[C:3]([C:11]([OH:13])=[O:12])=[N:4][N:5]([CH3:10])[C:6](=[O:9])[C:7]=1[CH3:8]. The yield is 0.380. (7) The reactants are C([C@@H:4]1[CH2:9][CH2:8][CH2:7][C@H:6]([NH:10][C:11](=[O:20])[O:12][CH2:13][C:14]2[CH:19]=[CH:18][CH:17]=[CH:16][CH:15]=2)[CH2:5]1)(=O)N.FC(F)(F)C(OC1C(OC(=O)C(F)(F)F)=C(I)C=CC=1)=O.C(#[N:44])C. The catalyst is O. The product is [NH2:44][C@@H:4]1[CH2:9][CH2:8][CH2:7][C@H:6]([NH:10][C:11](=[O:20])[O:12][CH2:13][C:14]2[CH:19]=[CH:18][CH:17]=[CH:16][CH:15]=2)[CH2:5]1. The yield is 0.750. (8) The reactants are Br.[NH2:2][C:3]1[C:4]([OH:17])=[C:5]([C:9]2[CH:10]=[C:11]([C:14]([OH:16])=[O:15])[S:12][CH:13]=2)[CH:6]=[CH:7][CH:8]=1.[N:18]([O-])=O.[Na+].[CH2:22]1[C:30]2[C:25](=[CH:26][C:27]([N:31]3[C:35](=[O:36])[CH2:34][C:33]([CH3:37])=[N:32]3)=[CH:28][CH:29]=2)[CH2:24][CH2:23]1.C(=O)(O)[O-].[Na+]. The catalyst is Cl.C(O)C. The product is [OH:17][C:4]1[C:3]([NH:2]/[N:18]=[C:34]2/[C:33]([CH3:37])=[N:32][N:31]([C:27]3[CH:26]=[C:25]4[C:30](=[CH:29][CH:28]=3)[CH2:22][CH2:23][CH2:24]4)[C:35]/2=[O:36])=[CH:8][CH:7]=[CH:6][C:5]=1[C:9]1[CH:10]=[C:11]([C:14]([OH:16])=[O:15])[S:12][CH:13]=1. The yield is 0.287. (9) The reactants are [Cl:1][C:2]1[N:3]=[C:4](Cl)[C:5]2[CH2:10][CH2:9][CH:8]([C:11]3[CH:16]=[CH:15][C:14]([F:17])=[CH:13][CH:12]=3)[C:6]=2[N:7]=1.[CH3:19][CH:20]1[CH2:24][CH2:23][CH2:22][NH:21]1. The catalyst is CO. The product is [Cl:1][C:2]1[N:3]=[C:4]([N:21]2[CH2:22][CH2:23][CH2:24][CH:20]2[CH3:19])[C:5]2[CH2:10][CH2:9][CH:8]([C:11]3[CH:16]=[CH:15][C:14]([F:17])=[CH:13][CH:12]=3)[C:6]=2[N:7]=1. The yield is 0.339.